Task: Regression/Classification. Given a drug SMILES string, predict its absorption, distribution, metabolism, or excretion properties. Task type varies by dataset: regression for continuous measurements (e.g., permeability, clearance, half-life) or binary classification for categorical outcomes (e.g., BBB penetration, CYP inhibition). Dataset: cyp2c19_veith.. Dataset: CYP2C19 inhibition data for predicting drug metabolism from PubChem BioAssay (1) The result is 0 (non-inhibitor). The compound is O=C(c1ccncc1)N1CCC2(CCCN(c3ccccn3)C2)CC1. (2) The drug is CC(C)[C@@H](C(=O)O)N1C(=O)c2ccccc2C1=O. The result is 0 (non-inhibitor). (3) The molecule is Clc1ccccc1-c1ccc2ncnc(NC3CCNCC3)c2c1. The result is 1 (inhibitor). (4) The molecule is Cc1cnc(C(=O)OCC(=O)N(C(C)C)C(C)C)cn1. The result is 0 (non-inhibitor). (5) The drug is O=S(=O)(c1ccccc1)N1N=C(c2cccs2)CC1c1ccc(Br)cc1. The result is 1 (inhibitor). (6) The molecule is O=C(O)/C=C(\CC(=O)O)C(=O)O. The result is 0 (non-inhibitor). (7) The molecule is O=C(O)[C@@H]1CCN(Cc2oc(CO)cc(=O)c2O)C1. The result is 0 (non-inhibitor). (8) The molecule is Cc1ccc(NC2=C(C(=O)c3ccccc3)N(C)S(=O)(=O)c3ccccc32)cc1. The result is 1 (inhibitor). (9) The drug is CCN(CC)C(=O)CSc1nc(O)cc(=O)n1CC. The result is 0 (non-inhibitor).